This data is from Forward reaction prediction with 1.9M reactions from USPTO patents (1976-2016). The task is: Predict the product of the given reaction. (1) Given the reactants Cl.Cl.[NH:3]1[CH2:8][CH2:7][CH:6]([N:9]2[CH:13]=[C:12]([C:14]3[CH:15]=[C:16]([C:21]4[S:22][C:23]5[C:29]([C:30]6[CH:31]=[N:32]N[CH:34]=6)=[CH:28][CH:27]=[CH:26][C:24]=5[N:25]=4)[C:17]([NH2:20])=[N:18][CH:19]=3)[CH:11]=[N:10]2)[CH2:5][CH2:4]1.[C:35]([OH:41])([C:37]([F:40])([F:39])[F:38])=[O:36], predict the reaction product. The product is: [F:38][C:37]([F:40])([F:39])[C:35]([OH:41])=[O:36].[NH:3]1[CH2:8][CH2:7][CH:6]([N:9]2[CH:13]=[C:12]([C:14]3[CH:15]=[C:16]([C:21]4[S:22][C:23]5[C:29]([C:30]6[CH:34]=[CH:35][NH:32][CH:31]=6)=[CH:28][CH:27]=[CH:26][C:24]=5[N:25]=4)[C:17]([NH2:20])=[N:18][CH:19]=3)[CH:11]=[N:10]2)[CH2:5][CH2:4]1. (2) Given the reactants [Br:1][C:2]1[C:11]2[C:6](=[CH:7][CH:8]=[CH:9][CH:10]=2)[N:5]=[C:4]([C:12]([OH:14])=[O:13])[CH:3]=1.[NH2:15][C@@H:16]1[C@@H:21]([OH:22])[CH2:20][CH2:19][O:18][CH2:17]1.CN([P+](ON1N=NC2C=CC=CC1=2)(N(C)C)N(C)C)C.F[P-](F)(F)(F)(F)F.C(N(CC)CC)C, predict the reaction product. The product is: [Br:1][C:2]1[C:11]2[C:6](=[CH:7][CH:8]=[CH:9][CH:10]=2)[N:5]=[C:4]([C:12]([OH:14])=[O:13])[CH:3]=1.[Br:1][C:2]1[C:11]2[C:6](=[CH:7][CH:8]=[CH:9][CH:10]=2)[N:5]=[C:4]([C:12]([NH:15][C@@H:16]2[C@@H:21]([OH:22])[CH2:20][CH2:19][O:18][CH2:17]2)=[O:14])[CH:3]=1. (3) Given the reactants [Cl:1][C:2]1[C:11]2[C:6](=[CH:7][CH:8]=[CH:9][CH:10]=2)[N:5]=[C:4]([C:12]2[CH:17]=[CH:16][CH:15]=[CH:14][CH:13]=2)[CH:3]=1.[C:18]1([CH3:29])[CH:23]=[CH:22][C:21]([S:24]([O:27]C)(=[O:26])=[O:25])=[CH:20][CH:19]=1, predict the reaction product. The product is: [C:18]1([CH3:29])[CH:19]=[CH:20][C:21]([S:24]([O-:27])(=[O:25])=[O:26])=[CH:22][CH:23]=1.[Cl:1][C:2]1[C:11]2[C:6](=[CH:7][CH:8]=[CH:9][CH:10]=2)[N+:5]([CH3:18])=[C:4]([C:12]2[CH:17]=[CH:16][CH:15]=[CH:14][CH:13]=2)[CH:3]=1. (4) Given the reactants [BH4-].[Na+].[Cl:3][C:4]1[N:9]=[CH:8][C:7]([C:10](=[O:12])[CH3:11])=[CH:6][CH:5]=1.C([O-])(O)=O.[Na+], predict the reaction product. The product is: [Cl:3][C:4]1[N:9]=[CH:8][C:7]([CH:10]([OH:12])[CH3:11])=[CH:6][CH:5]=1.